Dataset: Catalyst prediction with 721,799 reactions and 888 catalyst types from USPTO. Task: Predict which catalyst facilitates the given reaction. (1) Reactant: [Cl:1][C:2]1[CH:7]=[CH:6][C:5]([NH:8][C:9](=[O:11])[CH3:10])=[C:4]([OH:12])[CH:3]=1.C[CH2:14][O:15][C:16]([CH3:18])=O.O. Product: [Cl:1][C:2]1[CH:7]=[CH:6][C:5]([NH:8][C:9](=[O:11])[CH3:10])=[C:4]([O:12][CH2:18][C@@H:16]2[CH2:14][O:15]2)[CH:3]=1. The catalyst class is: 3. (2) Reactant: [C:1]([CH2:4][CH2:5][CH2:6][C:7]1[CH:15]=[CH:14][CH:13]=[CH:12][C:8]=1[C:9]([OH:11])=[O:10])([OH:3])=O.CCN(C(C)C)C(C)C.CN(C(ON1N=NC2C=CC=NC1=2)=[N+](C)C)C.F[P-](F)(F)(F)(F)F.[CH2:49]([O:53][C:54](=[O:67])[C@H:55]([OH:66])[C@H:56]([NH2:65])[CH2:57][C:58]1[CH:63]=[CH:62][CH:61]=[CH:60][C:59]=1[Cl:64])[CH2:50][CH2:51][CH3:52]. Product: [CH2:49]([O:53][C:54]([C@H:55]([OH:66])[C@H:56]([NH:65][C:1]([CH2:4][CH2:5][CH2:6][C:7]1[CH:15]=[CH:14][CH:13]=[CH:12][C:8]=1[C:9]([OH:11])=[O:10])=[O:3])[CH2:57][C:58]1[CH:63]=[CH:62][CH:61]=[CH:60][C:59]=1[Cl:64])=[O:67])[CH2:50][CH2:51][CH3:52]. The catalyst class is: 2. (3) Reactant: [N:1]1[CH:6]=[CH:5][CH:4]=[CH:3][C:2]=1[NH:7][NH2:8].[CH2:9]([O:11][C:12](=[O:19])[CH:13]([CH:17]=O)[C:14](=O)[CH3:15])[CH3:10].N1C=CC=CC=1. Product: [CH2:9]([O:11][C:12]([C:13]1[C:14]([CH3:15])=[N:8][N:7]([C:2]2[CH:3]=[CH:4][CH:5]=[CH:6][N:1]=2)[CH:17]=1)=[O:19])[CH3:10]. The catalyst class is: 8. (4) Reactant: [CH3:1][O:2][C:3]1[CH:4]=[C:5]([C:15]2[N:19]3[CH2:20][CH2:21][CH2:22][CH:23]([C:24]([O:26][CH2:27][CH3:28])=[O:25])[C:18]3=[N:17][N:16]=2)[CH:6]=[CH:7][C:8]=1[C:9]1[O:13][C:12]([CH3:14])=[N:11][CH:10]=1.[H-].[Na+].I[CH3:32].O. The catalyst class is: 3. Product: [CH3:1][O:2][C:3]1[CH:4]=[C:5]([C:15]2[N:19]3[CH2:20][CH2:21][CH2:22][C:23]([CH3:32])([C:24]([O:26][CH2:27][CH3:28])=[O:25])[C:18]3=[N:17][N:16]=2)[CH:6]=[CH:7][C:8]=1[C:9]1[O:13][C:12]([CH3:14])=[N:11][CH:10]=1.